Task: Predict the reactants needed to synthesize the given product.. Dataset: Full USPTO retrosynthesis dataset with 1.9M reactions from patents (1976-2016) (1) Given the product [C:1]([O:4][C@H:5]1[C@H:11]([O:12][C:13](=[O:15])[CH3:14])[C@@H:10]([O:16][C:17](=[O:19])[CH3:18])[C@:9]2([C:21]3[CH:26]=[CH:25][C:24]([Cl:27])=[C:23]([CH2:28][C:29]4[CH:30]=[CH:31][C:32]([C:35](=[N:57][O:56][CH3:55])[CH3:36])=[CH:33][CH:34]=4)[CH:22]=3)[O:20][C@@:6]1([CH2:38][O:39][C:40](=[O:42])[CH3:41])[CH2:7][O:8]2)(=[O:3])[CH3:2], predict the reactants needed to synthesize it. The reactants are: [C:1]([O:4][C@H:5]1[C@H:11]([O:12][C:13](=[O:15])[CH3:14])[C@@H:10]([O:16][C:17](=[O:19])[CH3:18])[C@:9]2([C:21]3[CH:26]=[CH:25][C:24]([Cl:27])=[C:23]([CH2:28][C:29]4[CH:34]=[CH:33][C:32]([C:35](=O)[CH3:36])=[CH:31][CH:30]=4)[CH:22]=3)[O:20][C@@:6]1([CH2:38][O:39][C:40](=[O:42])[CH3:41])[CH2:7][O:8]2)(=[O:3])[CH3:2].N1C=CC=CC=1.C([O-])(=O)C.[Na+].Cl.[CH3:55][O:56][NH2:57]. (2) Given the product [N:29]1([CH2:35][CH2:36][O:37][C:6]([C:8]2[CH:9]=[C:10]([C:18]3[N:19]=[C:20]([C:23]4[CH:28]=[CH:27][N:26]=[CH:25][CH:24]=4)[S:21][CH:22]=3)[C:11](=[O:17])[NH:12][C:13]=2[CH:14]([CH3:15])[CH3:16])=[O:7])[CH2:34][CH2:33][O:32][CH2:31][CH2:30]1, predict the reactants needed to synthesize it. The reactants are: N1([C:6]([C:8]2[CH:9]=[C:10]([C:18]3[N:19]=[C:20]([C:23]4[CH:28]=[CH:27][N:26]=[CH:25][CH:24]=4)[S:21][CH:22]=3)[C:11](=[O:17])[NH:12][C:13]=2[CH:14]([CH3:16])[CH3:15])=[O:7])C=CN=C1.[N:29]1([CH2:35][CH2:36][OH:37])[CH2:34][CH2:33][O:32][CH2:31][CH2:30]1. (3) Given the product [CH3:1][O:2][C:3]1[CH:4]=[C:5]2[C:10](=[CH:11][C:12]=1[O:13][CH3:14])[C:9]([C:15](=[O:24])[C:16]1[CH:21]=[CH:20][CH:19]=[C:18]([O:22][CH3:23])[CH:17]=1)=[N:8][CH:7]=[C:6]2[C:25]([NH2:32])=[O:26], predict the reactants needed to synthesize it. The reactants are: [CH3:1][O:2][C:3]1[CH:4]=[C:5]2[C:10](=[CH:11][C:12]=1[O:13][CH3:14])[C:9]([C:15](=[O:24])[C:16]1[CH:21]=[CH:20][CH:19]=[C:18]([O:22][CH3:23])[CH:17]=1)=[N:8][CH:7]=[C:6]2[C:25](O)=[O:26].[Cl-].[NH4+].C([N:32](CC)CC)C.O. (4) Given the product [C:52]([O:56][CH2:57][CH:58]([O:51][C:50](=[O:16])[NH:49][C:44]1[CH:45]=[CH:46][CH:47]=[CH:48][C:43]=1[S:42][CH3:41])[CH3:59])(=[O:55])[CH:53]=[CH2:54], predict the reactants needed to synthesize it. The reactants are: C(C1C=C(C)C=C(C(C)(C)C)C=1[OH:16])(C)(C)C.CN(CCCN1CN(CCCN(C)C)CN(CCCN(C)C)C1)C.[CH3:41][S:42][C:43]1[CH:48]=[CH:47][CH:46]=[CH:45][C:44]=1[N:49]=[C:50]=[O:51].[C:52]([O:56][CH2:57][CH2:58][CH2:59]O)(=[O:55])[CH:53]=[CH2:54].[N-]=C=O.